Task: Predict the reactants needed to synthesize the given product.. Dataset: Full USPTO retrosynthesis dataset with 1.9M reactions from patents (1976-2016) (1) Given the product [CH2:1]([N:8]1[C:16]2[C:11](=[CH:12][C:13]([C:17]3[CH:22]=[CH:21][CH:20]=[C:19]([O:23][C:24]([F:27])([F:25])[F:26])[CH:18]=3)=[CH:14][CH:15]=2)[C:10]([C:28](=[O:32])[C:29]([O:36][CH2:34][CH3:35])=[O:30])=[CH:9]1)[C:2]1[CH:3]=[CH:4][CH:5]=[CH:6][CH:7]=1, predict the reactants needed to synthesize it. The reactants are: [CH2:1]([N:8]1[C:16]2[C:11](=[CH:12][C:13]([C:17]3[CH:22]=[CH:21][CH:20]=[C:19]([O:23][C:24]([F:27])([F:26])[F:25])[CH:18]=3)=[CH:14][CH:15]=2)[CH:10]=[CH:9]1)[C:2]1[CH:7]=[CH:6][CH:5]=[CH:4][CH:3]=1.[C:28](Cl)(=[O:32])[C:29](Cl)=[O:30].[CH2:34]([OH:36])[CH3:35]. (2) The reactants are: [C:1]([O:5][C:6]([NH:8][CH2:9][C:10]1[N:11]([CH2:32][CH:33]([CH3:35])[CH3:34])[C:12](=[O:31])[C:13]2[C:18]([C:19]=1[C:20]1[CH:25]=[CH:24][C:23]([CH3:26])=[CH:22][CH:21]=1)=[CH:17][C:16]([C:27]([O:29]C)=[O:28])=[CH:15][CH:14]=2)=[O:7])([CH3:4])([CH3:3])[CH3:2].CO.[OH-].[Na+].Cl. Given the product [C:1]([O:5][C:6]([NH:8][CH2:9][C:10]1[N:11]([CH2:32][CH:33]([CH3:35])[CH3:34])[C:12](=[O:31])[C:13]2[C:18]([C:19]=1[C:20]1[CH:21]=[CH:22][C:23]([CH3:26])=[CH:24][CH:25]=1)=[CH:17][C:16]([C:27]([OH:29])=[O:28])=[CH:15][CH:14]=2)=[O:7])([CH3:2])([CH3:4])[CH3:3], predict the reactants needed to synthesize it. (3) Given the product [C:34]([CH2:36][CH2:37][O:38][C:39]([C:40]1[CH:23]([C:22]2[CH:25]=[CH:26][CH:27]=[C:20]([Cl:19])[CH:21]=2)[C:10]([C:9]([O:8][CH2:1][C:2]2[CH:7]=[CH:6][CH:5]=[CH:4][CH:3]=2)=[O:18])=[C:11]([CH2:13][O:14][CH2:15][CH2:16][Cl:17])[NH:43][C:41]=1[CH3:42])=[O:44])#[N:35], predict the reactants needed to synthesize it. The reactants are: [CH2:1]([O:8][C:9](=[O:18])[CH2:10][C:11]([CH2:13][O:14][CH2:15][CH2:16][Cl:17])=O)[C:2]1[CH:7]=[CH:6][CH:5]=[CH:4][CH:3]=1.[Cl:19][C:20]1[CH:21]=[C:22]([CH:25]=[CH:26][CH:27]=1)[CH:23]=O.N1CCCCC1.[C:34]([CH2:36][CH2:37][O:38][C:39](=[O:44])/[CH:40]=[C:41](\[NH2:43])/[CH3:42])#[N:35]. (4) Given the product [C@H:18]1([NH:27][C:28]2[CH:37]=[CH:36][C:35]3[C:30](=[CH:31][CH:32]=[C:33]([NH:38][C:1]([NH:17][CH2:16][CH2:15][O:14][CH3:13])=[O:12])[CH:34]=3)[N:29]=2)[C:26]2[C:21](=[CH:22][CH:23]=[CH:24][CH:25]=2)[CH2:20][CH2:19]1, predict the reactants needed to synthesize it. The reactants are: [C:1](=[O:12])(OC(Cl)(Cl)Cl)OC(Cl)(Cl)Cl.[CH3:13][O:14][CH2:15][CH2:16][NH2:17].[C@H:18]1([NH:27][C:28]2[CH:37]=[CH:36][C:35]3[C:30](=[CH:31][CH:32]=[C:33]([NH2:38])[CH:34]=3)[N:29]=2)[C:26]2[C:21](=[CH:22][CH:23]=[CH:24][CH:25]=2)[CH2:20][CH2:19]1. (5) The reactants are: [C:1]([C:3]1[CH:4]=[C:5]([CH:9]2[CH2:13][CH2:12][CH2:11][CH:10]2[C:14]([O:16]C)=[O:15])[CH:6]=[CH:7][CH:8]=1)#[N:2].[OH-].[Li+]. Given the product [C:1]([C:3]1[CH:4]=[C:5]([C@@H:9]2[CH2:13][CH2:12][CH2:11][C@H:10]2[C:14]([OH:16])=[O:15])[CH:6]=[CH:7][CH:8]=1)#[N:2], predict the reactants needed to synthesize it. (6) Given the product [NH2:8][C:7]1[N:6]([CH3:9])[C:5](=[O:10])[N:4]([CH3:11])[C:3](=[O:12])[C:2]=1[NH:1][C:19](=[O:20])[CH2:18][CH2:17][O:16][CH2:13][CH2:14][CH3:15], predict the reactants needed to synthesize it. The reactants are: [NH2:1][C:2]1[C:3](=[O:12])[N:4]([CH3:11])[C:5](=[O:10])[N:6]([CH3:9])[C:7]=1[NH2:8].[CH2:13]([O:16][CH2:17][CH2:18][C:19](O)=[O:20])[CH2:14][CH3:15].CCN=C=NCCCN(C)C. (7) Given the product [CH3:7][CH:8]1[C:9](=[O:11])[CH2:10][C:14](=[O:16])[CH2:13][O:12]1, predict the reactants needed to synthesize it. The reactants are: CC(C)([O-])C.[K+].[CH3:7][CH:8]([O:12][CH2:13][C:14]([O:16]C)=O)[C:9](=[O:11])[CH3:10].Cl. (8) Given the product [CH2:1]([N:5]([S:52]([C:49]1[CH:50]=[CH:51][C:46]([CH3:56])=[CH:47][CH:48]=1)(=[O:54])=[O:53])[NH:6][C:7]([C@@H:9]1[CH2:13][C@@H:12]([S:14][CH2:15][C:16]2[CH:17]=[CH:18][C:19]([O:22][CH3:23])=[CH:20][CH:21]=2)[CH2:11][N:10]1[S:24]([C:27]1[CH:36]=[CH:35][C:34]2[C:29](=[CH:30][CH:31]=[CH:32][CH:33]=2)[CH:28]=1)(=[O:26])=[O:25])=[O:8])[CH:2]([CH3:4])[CH3:3], predict the reactants needed to synthesize it. The reactants are: [CH2:1]([NH:5][NH:6][C:7]([C@@H:9]1[CH2:13][C@@H:12]([S:14][CH2:15][C:16]2[CH:21]=[CH:20][C:19]([O:22][CH3:23])=[CH:18][CH:17]=2)[CH2:11][N:10]1[S:24]([C:27]1[CH:36]=[CH:35][C:34]2[C:29](=[CH:30][CH:31]=[CH:32][CH:33]=2)[CH:28]=1)(=[O:26])=[O:25])=[O:8])[CH:2]([CH3:4])[CH3:3].C(N(C(C)C)C(C)C)C.[C:46]1([CH3:56])[CH:51]=[CH:50][C:49]([S:52](Cl)(=[O:54])=[O:53])=[CH:48][CH:47]=1.CNCC(O[K])=O.OS([O-])(=O)=O.[K+]. (9) Given the product [O:26]=[S:22]1(=[O:25])[CH2:21][CH2:20][N:19]([C:17]([N:12]2[CH2:13][CH2:14][CH2:15][CH2:16][C@H:11]2[C:9]([OH:10])=[O:8])=[O:18])[CH2:24][CH2:23]1, predict the reactants needed to synthesize it. The reactants are: C([O:8][C:9]([C@@H:11]1[CH2:16][CH2:15][CH2:14][CH2:13][N:12]1[C:17]([N:19]1[CH2:24][CH2:23][S:22](=[O:26])(=[O:25])[CH2:21][CH2:20]1)=[O:18])=[O:10])C1C=CC=CC=1. (10) Given the product [Cl:7][C:6]1[N:5]=[C:4]([C:16]([O:18][CH2:19][CH3:20])=[O:17])[NH:3][C:2]=1[Cl:1], predict the reactants needed to synthesize it. The reactants are: [Cl:1][C:2]1[N:3]=[C:4]([C:16]([O:18][CH2:19][CH3:20])=[O:17])[N:5](COCC[Si](C)(C)C)[C:6]=1[Cl:7].Cl.C(OCC)(=O)C.